Dataset: Reaction yield outcomes from USPTO patents with 853,638 reactions. Task: Predict the reaction yield, written as a fraction of the theoretical maximum amount of product (1.0 means a 100% yield; for example, 0.34 means a 34% yield). The reactants are [NH2:1][C:2]1[N:3]=[CH:4][C:5]([C:15]2[CH:20]=[CH:19][C:18]([OH:21])=[CH:17][CH:16]=2)=[N:6][C:7]=1[CH2:8][C:9]1[CH:14]=[CH:13][CH:12]=[CH:11][CH:10]=1.[Na+].O=[C:24]([CH2:28][CH2:29][CH2:30][CH3:31])[C:25]([O-:27])=[O:26]. The catalyst is C(O)C.C(O)(=O)C.[Pd]. The product is [CH2:8]([C:7]1[C:2]([NH:1][CH:24]([CH2:28][CH2:29][CH2:30][CH3:31])[C:25]([OH:27])=[O:26])=[N:3][CH:4]=[C:5]([C:15]2[CH:16]=[CH:17][C:18]([OH:21])=[CH:19][CH:20]=2)[N:6]=1)[C:9]1[CH:10]=[CH:11][CH:12]=[CH:13][CH:14]=1. The yield is 0.460.